Task: Predict which catalyst facilitates the given reaction.. Dataset: Catalyst prediction with 721,799 reactions and 888 catalyst types from USPTO (1) Reactant: Cl.[CH3:2][O:3][C:4]1([O:10][CH3:11])[CH2:9][CH2:8][NH:7][CH2:6][CH2:5]1.CN(C)C=O.N12CCCN=C1CCCCC2.F[C:29]1[CH:30]=[CH:31][C:32]([N+:37]([O-:39])=[O:38])=[C:33]([O:35][CH3:36])[CH:34]=1. Product: [CH3:2][O:3][C:4]1([O:10][CH3:11])[CH2:9][CH2:8][N:7]([C:29]2[CH:30]=[CH:31][C:32]([N+:37]([O-:39])=[O:38])=[C:33]([O:35][CH3:36])[CH:34]=2)[CH2:6][CH2:5]1. The catalyst class is: 6. (2) Reactant: [Cl:1][C:2]1[CH:10]=[CH:9][C:8]([C:11]2[CH:12]=[CH:13][C:14]([C:46]#[C:47][CH:48]3[CH2:52][CH2:51][CH2:50][N:49]3C(OC(C)(C)C)=O)=[N:15][C:16]=2[C@@H:17]([NH:27][C:28](=[O:45])[CH2:29][N:30]2[C:34]3[C:35]([F:40])([F:39])[C@@H:36]4[CH2:38][C@@H:37]4[C:33]=3[C:32]([C:41]([F:44])([F:43])[F:42])=[N:31]2)[CH2:18][C:19]2[CH:24]=[C:23]([F:25])[CH:22]=[C:21]([F:26])[CH:20]=2)=[C:7]2[C:3]=1[C:4]([NH:61][S:62]([CH3:65])(=[O:64])=[O:63])=[N:5][N:6]2[CH3:60].C(O)(C(F)(F)F)=O. Product: [Cl:1][C:2]1[CH:10]=[CH:9][C:8]([C:11]2[C:16]([C@@H:17]([NH:27][C:28](=[O:45])[CH2:29][N:30]3[C:34]4[C:35]([F:40])([F:39])[C@@H:36]5[CH2:38][C@@H:37]5[C:33]=4[C:32]([C:41]([F:42])([F:44])[F:43])=[N:31]3)[CH2:18][C:19]3[CH:24]=[C:23]([F:25])[CH:22]=[C:21]([F:26])[CH:20]=3)=[N:15][C:14]([C:46]#[C:47][CH:48]3[CH2:52][CH2:51][CH2:50][NH:49]3)=[CH:13][CH:12]=2)=[C:7]2[C:3]=1[C:4]([NH:61][S:62]([CH3:65])(=[O:64])=[O:63])=[N:5][N:6]2[CH3:60]. The catalyst class is: 2. (3) Reactant: [CH3:1][O:2][C:3]1[CH:4]=[C:5]([N:11]2[CH2:16][CH2:15][N:14]([C:17]([C:19]3[N:23]([C:24]4[CH:29]=[CH:28][CH:27]=[CH:26][CH:25]=4)[N:22]=[C:21]([CH:30]=[O:31])[CH:20]=3)=[O:18])[CH2:13][CH2:12]2)[CH:6]=[C:7]([O:9][CH3:10])[CH:8]=1.[CH3:32]OC1C=C(/C=C/C(/O)=C/C(/C=C/C2C=CC(O)=C(OC)C=2)=O)C=CC=1O.C[Li].[Cl-].[NH4+]. Product: [CH3:1][O:2][C:3]1[CH:4]=[C:5]([N:11]2[CH2:12][CH2:13][N:14]([C:17]([C:19]3[N:23]([C:24]4[CH:29]=[CH:28][CH:27]=[CH:26][CH:25]=4)[N:22]=[C:21]([CH:30]([OH:31])[CH3:32])[CH:20]=3)=[O:18])[CH2:15][CH2:16]2)[CH:6]=[C:7]([O:9][CH3:10])[CH:8]=1. The catalyst class is: 1. (4) Reactant: Cl[C:2]1[CH:7]=[C:6]([CH:8]([S:17][C:18]2[CH:23]=[CH:22][C:21]([Cl:24])=[CH:20][CH:19]=2)[C:9]2[CH:14]=[C:13]([F:15])[CH:12]=[CH:11][C:10]=2[F:16])[C:5]([Cl:25])=[CH:4][N:3]=1.[N:26]1([CH2:31][CH2:32][CH2:33][NH2:34])[CH:30]=[CH:29][N:28]=[CH:27]1. Product: [Cl:25][C:5]1[C:6]([CH:8]([S:17][C:18]2[CH:23]=[CH:22][C:21]([Cl:24])=[CH:20][CH:19]=2)[C:9]2[CH:14]=[C:13]([F:15])[CH:12]=[CH:11][C:10]=2[F:16])=[CH:7][C:2]([NH:34][CH2:33][CH2:32][CH2:31][N:26]2[CH:30]=[CH:29][N:28]=[CH:27]2)=[N:3][CH:4]=1. The catalyst class is: 12. (5) Reactant: OS(O)(=O)=O.N([O-])=O.[Na+].N[C:11]1[C:12]([Cl:20])=[C:13]([C:16]([Cl:19])=[CH:17][CH:18]=1)[C:14]#[N:15].[BrH:21]. Product: [Br:21][C:11]1[C:12]([Cl:20])=[C:13]([C:16]([Cl:19])=[CH:17][CH:18]=1)[C:14]#[N:15]. The catalyst class is: 15.